Dataset: Reaction yield outcomes from USPTO patents with 853,638 reactions. Task: Predict the reaction yield, written as a fraction of the theoretical maximum amount of product (1.0 means a 100% yield; for example, 0.34 means a 34% yield). (1) The reactants are [NH2:1][C:2]1[CH:7]=[CH:6][CH:5]=[CH:4][N:3]=1.[Br:8][C:9]1[CH:18]=[CH:17][C:12]([C:13](=O)[CH2:14]Br)=[CH:11][CH:10]=1.C(=O)([O-])O.[Na+].C(O)C. The catalyst is O. The product is [Br:8][C:9]1[CH:18]=[CH:17][C:12]([C:13]2[N:1]=[C:2]3[CH:7]=[CH:6][CH:5]=[CH:4][N:3]3[CH:14]=2)=[CH:11][CH:10]=1. The yield is 0.760. (2) The reactants are CS(O[C@H:6]1[CH2:10][N:9]([C:11]([O:13][C:14]([CH3:17])([CH3:16])[CH3:15])=[O:12])[C@@H:8]([C:18](=[O:33])[NH:19][C:20]2[CH:25]=[CH:24][C:23]([N:26]3[CH2:31][CH2:30][O:29][CH2:28][C:27]3=[O:32])=[CH:22][CH:21]=2)[CH2:7]1)(=O)=O.[N-:34]=[N+:35]=[N-:36].[Na+]. The catalyst is CN(C)C=O. The product is [N:34]([C@@H:6]1[CH2:10][N:9]([C:11]([O:13][C:14]([CH3:16])([CH3:17])[CH3:15])=[O:12])[C@@H:8]([C:18](=[O:33])[NH:19][C:20]2[CH:25]=[CH:24][C:23]([N:26]3[CH2:31][CH2:30][O:29][CH2:28][C:27]3=[O:32])=[CH:22][CH:21]=2)[CH2:7]1)=[N+:35]=[N-:36]. The yield is 1.00. (3) The reactants are Cl.[CH3:2][O:3][C:4](=[O:22])[C@H:5]([CH2:7][C:8]1[CH:13]=[CH:12][C:11]([C:14]2[C:15](=[O:21])[N:16]([CH3:20])[CH:17]=[CH:18][CH:19]=2)=[CH:10][CH:9]=1)[NH2:6].[Br:23][C:24]1[CH:32]=[CH:31][C:30]([O:33][CH3:34])=[CH:29][C:25]=1[C:26](O)=[O:27].CCN(C(C)C)C(C)C.CN(C(ON1N=NC2C=CC=CC1=2)=[N+](C)C)C.F[P-](F)(F)(F)(F)F. The catalyst is CN(C=O)C. The product is [CH3:2][O:3][C:4](=[O:22])[C@H:5]([CH2:7][C:8]1[CH:9]=[CH:10][C:11]([C:14]2[C:15](=[O:21])[N:16]([CH3:20])[CH:17]=[CH:18][CH:19]=2)=[CH:12][CH:13]=1)[NH:6][C:26]([C:25]1[CH:29]=[C:30]([O:33][CH3:34])[CH:31]=[CH:32][C:24]=1[Br:23])=[O:27]. The yield is 0.680. (4) The reactants are [Cl:1][C:2]1[CH:3]=[C:4]([C:8]2[CH:9]=[C:10]([CH2:17]O)[C:11]([CH3:16])=[N:12][C:13]=2[O:14][CH3:15])[CH:5]=[CH:6][CH:7]=1.[Cl:19]C1C=C(C2C(OC)=NC(C)=C(C=2)C=O)C=CC=1.[BH4-].[Na+]. The catalyst is CO. The product is [Cl:19][CH2:17][C:10]1[C:11]([CH3:16])=[N:12][C:13]([O:14][CH3:15])=[C:8]([C:4]2[CH:5]=[CH:6][CH:7]=[C:2]([Cl:1])[CH:3]=2)[CH:9]=1. The yield is 0.910.